The task is: Predict the reaction yield, written as a fraction of the theoretical maximum amount of product (1.0 means a 100% yield; for example, 0.34 means a 34% yield).. This data is from Reaction yield outcomes from USPTO patents with 853,638 reactions. (1) The reactants are [CH3:1][N:2]1[C:6]([C:7]2[CH:12]=[CH:11][N:10]=[CH:9][CH:8]=2)=[N:5][NH:4][C:3]1=[S:13].I[CH3:15]. The catalyst is [OH-].[Na+].C(O)C. The product is [CH3:1][N:2]1[C:3]([S:13][CH3:15])=[N:4][N:5]=[C:6]1[C:7]1[CH:12]=[CH:11][N:10]=[CH:9][CH:8]=1. The yield is 0.940. (2) The reactants are [C:1]([C:5]1[O:9][N:8]=[C:7]([NH:10][C:11]([NH:13][C:14]2[CH:19]=[CH:18][CH:17]=[C:16]([O:20][C:21]3[C:30]4[C:25](=[CH:26][C:27]([O:34][CH2:35][CH3:36])=[C:28]([O:31][CH2:32][CH3:33])[CH:29]=4)[N:24]=[CH:23][N:22]=3)[CH:15]=2)=[O:12])[CH:6]=1)([CH3:4])([CH3:3])[CH3:2].[ClH:37].CCOCC. The catalyst is C(Cl)Cl.CO. The product is [ClH:37].[C:1]([C:5]1[O:9][N:8]=[C:7]([NH:10][C:11]([NH:13][C:14]2[CH:19]=[CH:18][CH:17]=[C:16]([O:20][C:21]3[C:30]4[C:25](=[CH:26][C:27]([O:34][CH2:35][CH3:36])=[C:28]([O:31][CH2:32][CH3:33])[CH:29]=4)[N:24]=[CH:23][N:22]=3)[CH:15]=2)=[O:12])[CH:6]=1)([CH3:3])([CH3:2])[CH3:4]. The yield is 0.200. (3) The reactants are [CH3:1][C:2]([CH2:9][C:10]1[CH:15]=[CH:14][C:13]([N+:16]([O-])=O)=[CH:12][CH:11]=1)([C:6]([NH2:8])=[O:7])[C:3]([NH2:5])=[O:4]. The catalyst is [Pd].C(OCC)(=O)C.C(O)C. The product is [NH2:16][C:13]1[CH:12]=[CH:11][C:10]([CH2:9][C:2]([CH3:1])([C:3]([NH2:5])=[O:4])[C:6]([NH2:8])=[O:7])=[CH:15][CH:14]=1. The yield is 0.460. (4) The reactants are [NH2:1][C:2]1[N:10]=[C:9]2[C:5]([N:6]=[CH:7][N:8]2[C@@H:11]2[O:19][CH2:18][C@@H:16]([OH:17])[C@@H:14]([OH:15])[C@:12]2([F:20])[OH:13])=[C:4](N)[N:3]=1.[C@@H]1(N2C3N=CN=C(N)C=3N=C2)O[C@H](CO)[C@@H](O)[C@H]1[OH:24]. The catalyst is C(O)C(N)(CO)CO.Cl. The product is [F:20][C@:12]1([OH:13])[C@H:14]([OH:15])[C@H:16]([OH:17])[CH2:18][O:19][C@H:11]1[N:8]1[CH:7]=[N:6][C:5]2[C:4](=[O:24])[NH:3][C:2]([NH2:1])=[N:10][C:9]1=2. The yield is 1.00. (5) The reactants are [NH2:1][C:2]1[CH:23]=[CH:22][C:5]([O:6][C:7]2[C:12]([Br:13])=[CH:11][C:10]([CH2:14][CH:15]([F:20])[C:16]([O:18][CH3:19])=[O:17])=[CH:9][C:8]=2[Br:21])=[CH:4][C:3]=1[N+:24]([O-:26])=[O:25].N1C=CC=CC=1.[Cl:33][CH2:34][C:35](Cl)=[O:36].Cl. The catalyst is ClCCl. The product is [Br:13][C:12]1[CH:11]=[C:10]([CH2:14][CH:15]([F:20])[C:16]([O:18][CH3:19])=[O:17])[CH:9]=[C:8]([Br:21])[C:7]=1[O:6][C:5]1[CH:22]=[CH:23][C:2]([NH:1][C:35](=[O:36])[CH2:34][Cl:33])=[C:3]([N+:24]([O-:26])=[O:25])[CH:4]=1. The yield is 0.850. (6) The reactants are Br[C:2]1[C:3]([CH3:15])=[C:4]([CH3:14])[C:5]2[O:9][C:8]([CH3:11])([CH3:10])[C:7](=[O:12])[C:6]=2[CH:13]=1.[CH3:16][O:17][C:18]1[CH:23]=[CH:22][C:21]([CH:24]2[O:29][CH2:28][CH2:27][NH:26][CH2:25]2)=[CH:20][CH:19]=1. No catalyst specified. The product is [CH3:16][O:17][C:18]1[CH:19]=[CH:20][C:21]([CH:24]2[O:29][CH2:28][CH2:27][N:26]([C:2]3[C:3]([CH3:15])=[C:4]([CH3:14])[C:5]4[O:9][C:8]([CH3:11])([CH3:10])[C:7](=[O:12])[C:6]=4[CH:13]=3)[CH2:25]2)=[CH:22][CH:23]=1. The yield is 0.340. (7) The reactants are F[C:2]1[C:7]([F:8])=[CH:6][CH:5]=[CH:4][N:3]=1.C([O-])([O-])=O.[Cs+].[Cs+].[C:15]([O:23][CH2:24][CH3:25])(=[O:22])[CH2:16][C:17]([O:19][CH2:20][CH3:21])=[O:18]. The catalyst is CS(C)=O.CCOC(C)=O. The product is [F:8][C:7]1[C:2]([CH:16]([C:17]([O:19][CH2:20][CH3:21])=[O:18])[C:15]([O:23][CH2:24][CH3:25])=[O:22])=[N:3][CH:4]=[CH:5][CH:6]=1. The yield is 0.600. (8) The reactants are [N+:1]([C:4]1[C:14]([N+]([O-])=O)=[CH:13][C:12]2[CH:11]3[CH2:18][CH:7]([CH2:8][N:9]([C:19](=[O:24])[C:20]([F:23])([F:22])[F:21])[CH2:10]3)[C:6]=2[CH:5]=1)([O-:3])=[O:2].C([O-])(=[O:27])C.[K+]. The catalyst is CS(C)=O.O. The product is [F:21][C:20]([F:23])([F:22])[C:19]([N:9]1[CH2:10][CH:11]2[CH2:18][CH:7]([C:6]3[CH:5]=[C:4]([N+:1]([O-:3])=[O:2])[C:14]([OH:27])=[CH:13][C:12]=32)[CH2:8]1)=[O:24]. The yield is 0.700. (9) The reactants are [Cl:1][C:2]1[C:3]([C:8]2[CH:13]=[C:12]([C:14]([F:17])([F:16])[F:15])[CH:11]=[CH:10][C:9]=2[C:18]2[O:23][C:22](=[O:24])[C:21]3[CH:25]=[C:26]([CH:30]=[N:31][NH:32][C:33]([NH2:35])=[O:34])[CH:27]=[C:28]([CH3:29])[C:20]=3[N:19]=2)=[N:4][CH:5]=[CH:6][CH:7]=1.[CH3:36][NH2:37]. The catalyst is C1COCC1. The product is [C:33]([NH:32]/[N:31]=[CH:30]/[C:26]1[CH:27]=[C:28]([CH3:29])[C:20]([NH:19][C:18](=[O:23])[C:9]2[CH:10]=[CH:11][C:12]([C:14]([F:16])([F:15])[F:17])=[CH:13][C:8]=2[C:3]2[C:2]([Cl:1])=[CH:7][CH:6]=[CH:5][N:4]=2)=[C:21]([CH:25]=1)[C:22]([NH:37][CH3:36])=[O:24])(=[O:34])[NH2:35]. The yield is 0.740. (10) The reactants are [Al+3].[Cl-].[Cl-].[Cl-].[C:5](Cl)(=[O:7])[CH3:6].[Cl:9][C:10]1[CH:15]=[C:14]([O:16]C)[CH:13]=[CH:12][C:11]=1[O:18][CH3:19].Cl. The catalyst is C(Cl)Cl. The product is [Cl:9][C:10]1[C:11]([O:18][CH3:19])=[CH:12][C:13]([C:5](=[O:7])[CH3:6])=[C:14]([OH:16])[CH:15]=1. The yield is 0.850.